From a dataset of Full USPTO retrosynthesis dataset with 1.9M reactions from patents (1976-2016). Predict the reactants needed to synthesize the given product. (1) Given the product [F:1][C:2]1[CH:3]=[C:4]2[C:9](=[CH:10][CH:11]=1)[N:8]=[C:7]([CH:12]=[CH:22][C:20]1[O:21][C:17]([N+:14]([O-:16])=[O:15])=[CH:18][CH:19]=1)[NH:6][C:5]2=[O:13], predict the reactants needed to synthesize it. The reactants are: [F:1][C:2]1[CH:3]=[C:4]2[C:9](=[CH:10][CH:11]=1)[N:8]=[C:7]([CH3:12])[NH:6][C:5]2=[O:13].[N+:14]([C:17]1[O:21][C:20]([CH:22]=O)=[CH:19][CH:18]=1)([O-:16])=[O:15].S(=O)(=O)(O)O. (2) Given the product [ClH:34].[N:22]12[CH2:23][CH2:24][CH:25]([CH2:26][CH2:27]1)[C@@H:20]([NH:19][C:17]([C:14]1[O:15][C:16]3[C:8]([C:4]4[CH:5]=[CH:6][CH:7]=[C:2]([NH:1][C:28](=[O:33])[C:29]([CH3:32])([CH3:31])[CH3:30])[CH:3]=4)=[CH:9][CH:10]=[CH:11][C:12]=3[CH:13]=1)=[O:18])[CH2:21]2, predict the reactants needed to synthesize it. The reactants are: [NH2:1][C:2]1[CH:3]=[C:4]([C:8]2[C:16]3[O:15][C:14]([C:17]([NH:19][C@@H:20]4[CH:25]5[CH2:26][CH2:27][N:22]([CH2:23][CH2:24]5)[CH2:21]4)=[O:18])=[CH:13][C:12]=3[CH:11]=[CH:10][CH:9]=2)[CH:5]=[CH:6][CH:7]=1.[C:28]([Cl:34])(=[O:33])[C:29]([CH3:32])([CH3:31])[CH3:30]. (3) Given the product [NH2:1][C:2]1[C:3]([CH2:9][OH:10])=[N:4][C:5]([Cl:8])=[CH:6][CH:7]=1, predict the reactants needed to synthesize it. The reactants are: [NH2:1][C:2]1[C:3]([C:9](O)=[O:10])=[N:4][C:5]([Cl:8])=[CH:6][CH:7]=1.B.C1COCC1.Cl.C([O-])(O)=O.[Na+]. (4) Given the product [CH3:1][O:2][C:3](=[O:11])[C:4]1[CH:9]=[CH:8][CH:7]=[C:6]([S:10][CH2:14][C:13]([F:17])([F:16])[F:12])[CH:5]=1, predict the reactants needed to synthesize it. The reactants are: [CH3:1][O:2][C:3](=[O:11])[C:4]1[CH:9]=[CH:8][CH:7]=[C:6]([SH:10])[CH:5]=1.[F:12][C:13]([F:17])([F:16])[CH2:14]I.